Dataset: Forward reaction prediction with 1.9M reactions from USPTO patents (1976-2016). Task: Predict the product of the given reaction. (1) Given the reactants [CH3:1][O:2][NH:3][C:4]([C:6]1[C:7](=[O:29])[C:8]2[CH:13]=[N:12][C:11](S(C)(=O)=O)=[N:10][C:9]=2[N:18]([C:20]2[CH:21]=[C:22]3[C:26](=[CH:27][CH:28]=2)[CH2:25][CH2:24][CH2:23]3)[CH:19]=1)=[O:5].[CH3:30][S:31]([N:34]1[CH2:39][CH2:38][N:37]([C:40]2[CH:41]=[C:42]([NH2:46])[CH:43]=[CH:44][CH:45]=2)[CH2:36][CH2:35]1)(=[O:33])=[O:32], predict the reaction product. The product is: [CH3:1][O:2][NH:3][C:4]([C:6]1[C:7](=[O:29])[C:8]2[CH:13]=[N:12][C:11]([NH:46][C:42]3[CH:43]=[CH:44][CH:45]=[C:40]([N:37]4[CH2:38][CH2:39][N:34]([S:31]([CH3:30])(=[O:33])=[O:32])[CH2:35][CH2:36]4)[CH:41]=3)=[N:10][C:9]=2[N:18]([C:20]2[CH:21]=[C:22]3[C:26](=[CH:27][CH:28]=2)[CH2:25][CH2:24][CH2:23]3)[CH:19]=1)=[O:5]. (2) Given the reactants [CH3:1][CH2:2][CH2:3][NH:4][C@@H:5]1[CH2:14][C:9]2[S:10][C:11]([NH2:13])=[N:12][C:8]=2[CH2:7][CH2:6]1.Cl, predict the reaction product. The product is: [CH3:1][CH2:2][CH2:3][NH:4][C@@H:5]1[CH2:14][C:9]2[S:10][C:11]([NH2:13])=[N:12][C:8]=2[CH2:7][CH2:6]1. (3) Given the reactants [C:1]([N:4]1[C:13]2[C:8](=[CH:9][C:10]([C:14]([OH:16])=O)=[CH:11][CH:12]=2)[C@H:7]([NH:17][C:18]2[CH:23]=[CH:22][CH:21]=[C:20]([CH3:24])[N:19]=2)[C@@H:6]([CH3:25])[C@@H:5]1[CH:26]1[CH2:28][CH2:27]1)(=[O:3])[CH3:2].CN(C(ON1N=NC2C=CC=NC1=2)=[N+](C)C)C.F[P-](F)(F)(F)(F)F.Cl.[NH2:54][CH:55]1[CH2:60][CH2:59][S:58](=[O:62])(=[O:61])[CH2:57][CH2:56]1.CCN(C(C)C)C(C)C, predict the reaction product. The product is: [C:1]([N:4]1[C:13]2[C:8](=[CH:9][C:10]([C:14]([NH:54][CH:55]3[CH2:60][CH2:59][S:58](=[O:62])(=[O:61])[CH2:57][CH2:56]3)=[O:16])=[CH:11][CH:12]=2)[C@H:7]([NH:17][C:18]2[CH:23]=[CH:22][CH:21]=[C:20]([CH3:24])[N:19]=2)[C@@H:6]([CH3:25])[C@@H:5]1[CH:26]1[CH2:27][CH2:28]1)(=[O:3])[CH3:2]. (4) Given the reactants Cl[C:2]1[N:7]=[C:6]([C:8]2([C:36]#[N:37])[CH2:13][CH2:12][N:11]([CH2:14][C:15]3[C:16]4[CH:35]=[CH:34][CH:33]=[CH:32][C:17]=4[C:18]4[CH2:19][N:20]([C@H:25]5[CH2:30][CH2:29][CH2:28][CH2:27][C@@H:26]5[OH:31])[C:21](=[O:24])[C:22]=4[CH:23]=3)[CH2:10][CH2:9]2)[CH:5]=[CH:4][CH:3]=1.[CH3:38]B(O)O.C(=O)([O-])[O-].[K+].[K+].ClCCl, predict the reaction product. The product is: [OH:31][C@H:26]1[CH2:27][CH2:28][CH2:29][CH2:30][C@@H:25]1[N:20]1[CH2:19][C:18]2[C:17]3[CH:32]=[CH:33][CH:34]=[CH:35][C:16]=3[C:15]([CH2:14][N:11]3[CH2:12][CH2:13][C:8]([C:6]4[CH:5]=[CH:4][CH:3]=[C:2]([CH3:38])[N:7]=4)([C:36]#[N:37])[CH2:9][CH2:10]3)=[CH:23][C:22]=2[C:21]1=[O:24]. (5) Given the reactants Cl[C:2]1[C:11]2[C:6](=[CH:7][C:8]([O:12][CH3:13])=[CH:9][CH:10]=2)[C:5]([O:14][CH3:15])=[CH:4][N:3]=1.[F-:16].[Cs+], predict the reaction product. The product is: [F:16][C:2]1[C:11]2[C:6](=[CH:7][C:8]([O:12][CH3:13])=[CH:9][CH:10]=2)[C:5]([O:14][CH3:15])=[CH:4][N:3]=1. (6) Given the reactants [CH2:1]([N:8]1[CH:12]=[CH:11][C:10]([C:13]#[N:14])=[C:9]1[C:15]([N:17]([CH2:19][C:20]([O:22][CH3:23])=[O:21])[CH3:18])=[O:16])[C:2]1[CH:7]=[CH:6][CH:5]=[CH:4][CH:3]=1.[H-].[Na+], predict the reaction product. The product is: [CH2:1]([N:8]1[C:9]2[C:15](=[O:16])[N:17]([CH3:18])[CH:19]([C:20]([O:22][CH3:23])=[O:21])[C:13](=[NH:14])[C:10]=2[CH:11]=[CH:12]1)[C:2]1[CH:3]=[CH:4][CH:5]=[CH:6][CH:7]=1.